From a dataset of Full USPTO retrosynthesis dataset with 1.9M reactions from patents (1976-2016). Predict the reactants needed to synthesize the given product. (1) Given the product [Cl:1][C:2]1[CH:7]=[CH:6][N:5]=[C:4]([CH2:9][OH:13])[C:3]=1[CH3:10], predict the reactants needed to synthesize it. The reactants are: [Cl:1][C:2]1[CH:7]=[CH:6][N+:5]([O-])=[C:4]([CH3:9])[C:3]=1[CH3:10].C(OC(=O)C)(=[O:13])C. (2) The reactants are: [OH-].[Na+].CO.C([O:13][CH2:14][C:15]1[C:24]([CH3:25])=[C:23]2[C:18]([CH2:19][CH2:20][CH2:21][N:22]2[C:26]2[CH:31]=[CH:30][CH:29]=[CH:28][C:27]=2[CH3:32])=[CH:17][CH:16]=1)(=O)C1C=CC=CC=1. Given the product [CH3:25][C:24]1[C:15]([CH2:14][OH:13])=[CH:16][CH:17]=[C:18]2[C:23]=1[N:22]([C:26]1[CH:31]=[CH:30][CH:29]=[CH:28][C:27]=1[CH3:32])[CH2:21][CH2:20][CH2:19]2, predict the reactants needed to synthesize it.